This data is from Peptide-MHC class II binding affinity with 134,281 pairs from IEDB. The task is: Regression. Given a peptide amino acid sequence and an MHC pseudo amino acid sequence, predict their binding affinity value. This is MHC class II binding data. (1) The peptide sequence is KAAVAAAASVPAADK. The MHC is DRB1_1201 with pseudo-sequence DRB1_1201. The binding affinity (normalized) is 0.453. (2) The peptide sequence is SAQNISGAGWSGMAE. The MHC is DRB4_0101 with pseudo-sequence DRB4_0103. The binding affinity (normalized) is 0.0187. (3) The peptide sequence is IEKVDAAFKVAATAANAAPA. The MHC is DRB1_0802 with pseudo-sequence DRB1_0802. The binding affinity (normalized) is 0.892. (4) The peptide sequence is KRVSNVIIHGLHLYG. The MHC is DRB1_0401 with pseudo-sequence DRB1_0401. The binding affinity (normalized) is 0.199. (5) The peptide sequence is EKKYFAATQFEPLAR. The MHC is HLA-DQA10501-DQB10201 with pseudo-sequence HLA-DQA10501-DQB10201. The binding affinity (normalized) is 0.336.